Predict which catalyst facilitates the given reaction. From a dataset of Catalyst prediction with 721,799 reactions and 888 catalyst types from USPTO. (1) Reactant: [Cl-].[Al+3].[Cl-].[Cl-].[Cl:5][C:6]1[CH:11]=[CH:10][C:9]([CH2:12][C:13](Cl)=[O:14])=[CH:8][CH:7]=1.[F:16][C:17]1[C:22]([F:23])=[CH:21][CH:20]=[CH:19][C:18]=1[OH:24]. Product: [Cl:5][C:6]1[CH:11]=[CH:10][C:9]([CH2:12][C:13]([C:19]2[CH:20]=[CH:21][C:22]([F:23])=[C:17]([F:16])[C:18]=2[OH:24])=[O:14])=[CH:8][CH:7]=1. The catalyst class is: 325. (2) Reactant: [Cl:1][C:2]1[CH:7]=[C:6]([Cl:8])[CH:5]=[CH:4][C:3]=1[C:9]1[N:14]2[N:15]=[C:16]([CH2:19][CH3:20])[C:17]([NH2:18])=[C:13]2[CH:12]=[CH:11][CH:10]=1.C(N(CC)CC)C.[C:28](O[C:28]([O:30][C:31]([CH3:34])([CH3:33])[CH3:32])=[O:29])([O:30][C:31]([CH3:34])([CH3:33])[CH3:32])=[O:29].O. Product: [Cl:1][C:2]1[CH:7]=[C:6]([Cl:8])[CH:5]=[CH:4][C:3]=1[C:9]1[N:14]2[N:15]=[C:16]([CH2:19][CH3:20])[C:17]([NH:18][C:28](=[O:29])[O:30][C:31]([CH3:34])([CH3:33])[CH3:32])=[C:13]2[CH:12]=[CH:11][CH:10]=1. The catalyst class is: 96. (3) Reactant: [NH2:1][C:2]1[C:3]([C:18]([NH2:20])=[O:19])=[CH:4][C:5]2[C:13]3[C:8](=[CH:9][CH:10]=[CH:11][CH:12]=3)[N:7](C(C)C)[C:6]=2[N:17]=1.I[CH2:22][C@@H:23]([NH:25][C:26](=[O:32])[O:27][C:28]([CH3:31])([CH3:30])[CH3:29])[CH3:24].BrC(C)C. Product: [NH2:1][C:2]1[C:3]([C:18]([NH2:20])=[O:19])=[CH:4][C:5]2[C:13]3[C:8](=[CH:9][CH:10]=[CH:11][CH:12]=3)[N:7]([CH2:22][C@@H:23]([NH:25][C:26](=[O:32])[O:27][C:28]([CH3:31])([CH3:30])[CH3:29])[CH3:24])[C:6]=2[N:17]=1. The catalyst class is: 106. (4) Reactant: [NH2:1][C:2]1[NH:6][N:5]=[C:4]([NH:7][C:8]2[CH:13]=[C:12]([C:14]([F:17])([F:16])[F:15])[C:11]([C:18]3[CH:23]=[CH:22][C:21]([O:24][CH2:25][CH2:26][N:27](C)[C:28](=O)OC(C)(C)C)=[CH:20][CH:19]=3)=[C:10]([Cl:36])[CH:9]=2)[N:3]=1.Cl. Product: [ClH:36].[Cl:36][C:10]1[C:11]([C:18]2[CH:23]=[CH:22][C:21]([O:24][CH2:25][CH2:26][NH:27][CH3:28])=[CH:20][CH:19]=2)=[C:12]([C:14]([F:15])([F:17])[F:16])[CH:13]=[C:8]([NH:7][C:4]2[N:3]=[C:2]([NH2:1])[NH:6][N:5]=2)[CH:9]=1. The catalyst class is: 4. (5) Reactant: [NH:1]1[CH2:5][CH2:4][C@@H:3]([OH:6])[CH2:2]1.F[C:8]1[CH:15]=[CH:14][C:11]([C:12]#[N:13])=[CH:10][CH:9]=1.CS(C)=O.C([O-])([O-])=O.[K+].[K+]. Product: [OH:6][C@@H:3]1[CH2:4][CH2:5][N:1]([C:8]2[CH:15]=[CH:14][C:11]([C:12]#[N:13])=[CH:10][CH:9]=2)[CH2:2]1. The catalyst class is: 6. (6) Product: [CH:1]1[CH:6]=[N:5][C:4]([N:7]2[CH2:12][CH2:11][N:10]([CH2:13][CH2:14][CH2:15][CH2:16][N:17]3[C:27](=[O:28])[CH:26]([OH:36])[C:21]4([CH2:22][CH2:23][CH2:24][CH2:25]4)[CH2:20][C:18]3=[O:19])[CH2:9][CH2:8]2)=[N:3][CH:2]=1. Reactant: [CH:1]1[CH:2]=[N:3][C:4]([N:7]2[CH2:12][CH2:11][N:10]([CH2:13][CH2:14][CH2:15][CH2:16][N:17]3[C:27](=[O:28])[CH2:26][C:21]4([CH2:25][CH2:24][CH2:23][CH2:22]4)[CH2:20][C:18]3=[O:19])[CH2:9][CH2:8]2)=[N:5][CH:6]=1.C1(S(N2C(C3C=CC=CC=3)O2)(=O)=[O:36])C=CC=CC=1.C(Cl)Cl.CO.[NH4+].[OH-]. The catalyst class is: 182.